Dataset: Catalyst prediction with 721,799 reactions and 888 catalyst types from USPTO. Task: Predict which catalyst facilitates the given reaction. (1) Reactant: [CH2:1]([S:8][C:9]1[C:14]([NH:15][C:16](=[O:22])[O:17][C:18]([CH3:21])([CH3:20])[CH3:19])=[CH:13][C:12]([N+:23]([O-])=O)=[CH:11][N:10]=1)[C:2]1[CH:7]=[CH:6][CH:5]=[CH:4][CH:3]=1.[NH4+].[Cl-]. Product: [NH2:23][C:12]1[CH:13]=[C:14]([NH:15][C:16](=[O:22])[O:17][C:18]([CH3:20])([CH3:19])[CH3:21])[C:9]([S:8][CH2:1][C:2]2[CH:7]=[CH:6][CH:5]=[CH:4][CH:3]=2)=[N:10][CH:11]=1. The catalyst class is: 406. (2) Reactant: [CH3:1][NH:2][C:3]([C:5]1[NH:13][C:12]2[C:7](=[N:8][CH:9]=[CH:10][CH:11]=2)[C:6]=1[S:14][C:15]1[CH:20]=[CH:19][CH:18]=[CH:17][CH:16]=1)=[O:4].[CH3:21]OS(OC)(=O)=O. Product: [CH3:1][NH:2][C:3]([C:5]1[N:13]([CH3:21])[C:12]2[C:7](=[N:8][CH:9]=[CH:10][CH:11]=2)[C:6]=1[S:14][C:15]1[CH:20]=[CH:19][CH:18]=[CH:17][CH:16]=1)=[O:4]. The catalyst class is: 3. (3) Reactant: C([O:8][C:9]1[CH:14]=[CH:13][C:12]([C:15]2[C:23]3[C:18](=[N:19][CH:20]=[N:21][C:22]=3[NH2:24])[N:17]([C@H:25]3[CH2:30][CH2:29][C@H:28]([N:31]4[CH2:36][CH2:35][N:34]([CH3:37])[CH2:33][CH2:32]4)[CH2:27][CH2:26]3)[N:16]=2)=[CH:11][CH:10]=1)C1C=CC=CC=1.C([O-])=O.[NH4+]. Product: [NH2:24][C:22]1[N:21]=[CH:20][N:19]=[C:18]2[N:17]([C@H:25]3[CH2:30][CH2:29][C@H:28]([N:31]4[CH2:32][CH2:33][N:34]([CH3:37])[CH2:35][CH2:36]4)[CH2:27][CH2:26]3)[N:16]=[C:15]([C:12]3[CH:13]=[CH:14][C:9]([OH:8])=[CH:10][CH:11]=3)[C:23]=12. The catalyst class is: 29. (4) Reactant: [Li+].[BH4-].[CH3:3][N:4]1[C:8]([C:9](OC)=[O:10])=[CH:7][C:6]([N+:13]([O-:15])=[O:14])=[N:5]1. Product: [CH3:3][N:4]1[C:8]([CH2:9][OH:10])=[CH:7][C:6]([N+:13]([O-:15])=[O:14])=[N:5]1. The catalyst class is: 1.